Dataset: Catalyst prediction with 721,799 reactions and 888 catalyst types from USPTO. Task: Predict which catalyst facilitates the given reaction. (1) Reactant: [CH3:1][O:2][C:3]1[CH:22]=[CH:21][C:6]([CH2:7][N:8]2[C:12]3[N:13]=[CH:14][C:15]4[CH2:16][NH:17][CH2:18][CH2:19][C:20]=4[C:11]=3[CH:10]=[N:9]2)=[CH:5][CH:4]=1.[C:23]1([N:29]=[C:30]=[O:31])[CH:28]=[CH:27][CH:26]=[CH:25][CH:24]=1. Product: [CH3:1][O:2][C:3]1[CH:4]=[CH:5][C:6]([CH2:7][N:8]2[C:12]3[N:13]=[CH:14][C:15]4[CH2:16][N:17]([C:30]([NH:29][C:23]5[CH:28]=[CH:27][CH:26]=[CH:25][CH:24]=5)=[O:31])[CH2:18][CH2:19][C:20]=4[C:11]=3[CH:10]=[N:9]2)=[CH:21][CH:22]=1. The catalyst class is: 4. (2) Reactant: Cl[C:2]1[C:7]([N+:8]([O-:10])=[O:9])=[CH:6][CH:5]=[CH:4][N:3]=1.[NH2:11][C:12]1[CH:17]=[CH:16][CH:15]=[CH:14][CH:13]=1.C(N(CC)CC)C. Product: [N+:8]([C:7]1[C:2]([NH:11][C:12]2[CH:17]=[CH:16][CH:15]=[CH:14][CH:13]=2)=[N:3][CH:4]=[CH:5][CH:6]=1)([O-:10])=[O:9]. The catalyst class is: 51.